Dataset: Reaction yield outcomes from USPTO patents with 853,638 reactions. Task: Predict the reaction yield, written as a fraction of the theoretical maximum amount of product (1.0 means a 100% yield; for example, 0.34 means a 34% yield). The reactants are [Na].[CH3:2][C:3](=[O:9])[CH2:4][C:5](=[O:8])[CH2:6][CH3:7].Br[CH2:11][C:12]([C:14]1[CH:15]=[C:16]2[C:21](=[CH:22][CH:23]=1)[O:20][C:19]([CH3:25])([CH3:24])[CH2:18][CH2:17]2)=[O:13].O. The catalyst is C1(C)C=CC=CC=1. The product is [C:3]([CH:4]([C:5](=[O:8])[CH2:6][CH3:7])[CH2:11][C:12]([C:14]1[CH:15]=[C:16]2[C:21](=[CH:22][CH:23]=1)[O:20][C:19]([CH3:25])([CH3:24])[CH2:18][CH2:17]2)=[O:13])(=[O:9])[CH3:2]. The yield is 0.299.